From a dataset of Full USPTO retrosynthesis dataset with 1.9M reactions from patents (1976-2016). Predict the reactants needed to synthesize the given product. (1) The reactants are: C([N:8]1[CH:12]=[CH:11][N:10]=[C:9]1[CH:13]1[NH:25][C:23]2[C:24]3[C:15](=[N:16][NH:17][C:18](=[O:26])[C:19]=3[CH:20]=[CH:21][CH:22]=2)[CH:14]1[C:27]1[CH:32]=[CH:31][C:30]([F:33])=[CH:29][CH:28]=1)C1C=CC=CC=1. Given the product [F:33][C:30]1[CH:29]=[CH:28][C:27]([CH:14]2[C:15]3=[N:16][NH:17][C:18](=[O:26])[C:19]4[CH:20]=[CH:21][CH:22]=[C:23]([C:24]=43)[NH:25][CH:13]2[C:9]2[NH:8][CH:12]=[CH:11][N:10]=2)=[CH:32][CH:31]=1, predict the reactants needed to synthesize it. (2) Given the product [C:1]([C:3]1[CH:4]=[C:5]([C:10]2[CH:11]=[C:12]([CH:17]=[CH:18][N:19]=2)[C:13]([O:15][CH3:16])=[O:14])[CH:6]=[CH:7][C:8]=1[N:20]1[CH:24]=[CH:23][CH:22]=[N:21]1)#[N:2], predict the reactants needed to synthesize it. The reactants are: [C:1]([C:3]1[CH:4]=[C:5]([C:10]2[CH:11]=[C:12]([CH:17]=[CH:18][N:19]=2)[C:13]([O:15][CH3:16])=[O:14])[CH:6]=[CH:7][C:8]=1F)#[N:2].[NH:20]1[CH:24]=[CH:23][CH:22]=[N:21]1.CC(C)([O-])C.[K+]. (3) Given the product [Cl:16][CH2:2][C:3]1[O:4][C:5]2[C:10]([C:11](=[O:13])[CH:12]=1)=[CH:9][CH:8]=[CH:7][CH:6]=2, predict the reactants needed to synthesize it. The reactants are: O[CH2:2][C:3]1[O:4][C:5]2[C:10]([C:11](=[O:13])[CH:12]=1)=[CH:9][CH:8]=[CH:7][CH:6]=2.S(Cl)([Cl:16])=O. (4) The reactants are: CC(C[Al]CC(C)C)C.[CH2:10]([N:17]([C:27]1[CH:32]=[CH:31][C:30]([F:33])=[C:29]([Cl:34])[CH:28]=1)[C@H:18]([C:22](OCC)=[O:23])[CH:19]([CH3:21])[CH3:20])[C:11]1[CH:16]=[CH:15][CH:14]=[CH:13][CH:12]=1.C(OCC)C. Given the product [CH2:10]([N:17]([C:27]1[CH:32]=[CH:31][C:30]([F:33])=[C:29]([Cl:34])[CH:28]=1)[CH:18]([CH:19]([CH3:21])[CH3:20])[CH2:22][OH:23])[C:11]1[CH:12]=[CH:13][CH:14]=[CH:15][CH:16]=1, predict the reactants needed to synthesize it. (5) Given the product [OH:15][CH2:14][CH:13]([C:26]1[CH:31]=[CH:30][CH:29]=[CH:28][CH:27]=1)[C:12]([NH:11][C:7]1[CH:6]=[C:5]2[C:10](=[CH:9][CH:8]=1)[CH:1]=[N:2][CH:3]=[CH:4]2)=[O:32], predict the reactants needed to synthesize it. The reactants are: [CH:1]1[C:10]2[C:5](=[CH:6][C:7]([NH:11][C:12](=[O:32])[CH:13]([C:26]3[CH:31]=[CH:30][CH:29]=[CH:28][CH:27]=3)[CH2:14][O:15][Si](C(C)C)(C(C)C)C(C)C)=[CH:8][CH:9]=2)[CH:4]=[CH:3][N:2]=1.CCCC[N+](CCCC)(CCCC)CCCC.[F-].